Dataset: Catalyst prediction with 721,799 reactions and 888 catalyst types from USPTO. Task: Predict which catalyst facilitates the given reaction. (1) Reactant: [Br:1][C:2]1[CH:3]=[C:4]([CH2:8][C:9]#[N:10])[CH:5]=[N:6][CH:7]=1.[H-].[Na+].[CH3:13]I. Product: [Br:1][C:2]1[CH:3]=[C:4]([CH:8]([CH3:13])[C:9]#[N:10])[CH:5]=[N:6][CH:7]=1. The catalyst class is: 3. (2) Reactant: [F:1][C:2]1[CH:3]=[C:4]([C:25]2[CH:30]=[CH:29][C:28]([C:31]3[NH:35][N:34]=[N:33][N:32]=3)=[CH:27][CH:26]=2)[CH:5]=[C:6]([F:24])[C:7]=1[O:8][CH2:9][CH:10]1[CH2:15][CH2:14][N:13]([C:16]2[N:21]=[CH:20][C:19]([CH2:22][CH3:23])=[CH:18][N:17]=2)[CH2:12][CH2:11]1.CI.[C:38]([O-])([O-])=O.[Cs+].[Cs+]. Product: [F:24][C:6]1[CH:5]=[C:4]([C:25]2[CH:30]=[CH:29][C:28]([C:31]3[N:35]([CH3:38])[N:34]=[N:33][N:32]=3)=[CH:27][CH:26]=2)[CH:3]=[C:2]([F:1])[C:7]=1[O:8][CH2:9][CH:10]1[CH2:15][CH2:14][N:13]([C:16]2[N:17]=[CH:18][C:19]([CH2:22][CH3:23])=[CH:20][N:21]=2)[CH2:12][CH2:11]1. The catalyst class is: 18. (3) Reactant: [F:1][C:2]1[CH:7]=[CH:6][C:5]([S:8]([NH:11][C@H:12]([CH2:28][CH2:29][OH:30])[CH2:13][N:14]2[C:18]3=[N:19][CH:20]=[CH:21][CH:22]=[C:17]3[C:16]([CH2:23][C:24]([O:26][CH3:27])=[O:25])=[CH:15]2)(=[O:10])=[O:9])=[CH:4][CH:3]=1.CC(OI1(OC(C)=O)(OC(C)=O)OC(=O)C2C=CC=CC1=2)=O. Product: [F:1][C:2]1[CH:7]=[CH:6][C:5]([S:8]([NH:11][C@H:12]([CH2:28][CH:29]=[O:30])[CH2:13][N:14]2[C:18]3=[N:19][CH:20]=[CH:21][CH:22]=[C:17]3[C:16]([CH2:23][C:24]([O:26][CH3:27])=[O:25])=[CH:15]2)(=[O:10])=[O:9])=[CH:4][CH:3]=1. The catalyst class is: 4. (4) Reactant: [Cl:1][C:2]1[CH:7]=[C:6]([OH:8])[CH:5]=[CH:4][C:3]=1[NH:9][C:10]([NH:12][CH:13]1[CH2:15][CH2:14]1)=[O:11].[CH3:16][O:17][C:18]1[CH:27]=[C:26]2[C:21]([C:22](Cl)=[CH:23][CH:24]=[N:25]2)=[CH:20][C:19]=1[C:29]([NH2:31])=[O:30].CC(C)([O-])C.[K+].CS(C)=O. Product: [Cl:1][C:2]1[CH:7]=[C:6]([CH:5]=[CH:4][C:3]=1[NH:9][C:10]([NH:12][CH:13]1[CH2:14][CH2:15]1)=[O:11])[O:8][C:22]1[C:21]2[C:26](=[CH:27][C:18]([O:17][CH3:16])=[C:19]([C:29]([NH2:31])=[O:30])[CH:20]=2)[N:25]=[CH:24][CH:23]=1. The catalyst class is: 283. (5) Reactant: [Cl:1][C:2]1[CH:7]=[CH:6][C:5]([CH:8]([CH3:12])[C:9]([OH:11])=O)=[CH:4][C:3]=1[C:13]([F:16])([F:15])[F:14].[F:17][C:18]1[CH:23]=[CH:22][C:21]([N:24]2[C:32]3[CH2:31][CH2:30][CH2:29][NH:28][C:27]=3[CH:26]=[N:25]2)=[CH:20][CH:19]=1.CCN(C(C)C)C(C)C. The catalyst class is: 3. Product: [Cl:1][C:2]1[CH:7]=[CH:6][C:5]([CH:8]([CH3:12])[C:9]([N:28]2[CH2:29][CH2:30][CH2:31][C:32]3[N:24]([C:21]4[CH:22]=[CH:23][C:18]([F:17])=[CH:19][CH:20]=4)[N:25]=[CH:26][C:27]2=3)=[O:11])=[CH:4][C:3]=1[C:13]([F:16])([F:15])[F:14].